Task: Predict the reaction yield, written as a fraction of the theoretical maximum amount of product (1.0 means a 100% yield; for example, 0.34 means a 34% yield).. Dataset: Reaction yield outcomes from USPTO patents with 853,638 reactions (1) The reactants are CC(C)([O-])C.[K+].[Cl:7][C:8]1[CH:13]=[C:12]([Cl:14])[CH:11]=[CH:10][C:9]=1[OH:15].[CH2:16]([O:18][C:19](=[O:24])[CH:20]=[C:21](Cl)[CH3:22])[CH3:17]. The catalyst is O1CCCC1. The product is [CH2:16]([O:18][C:19](=[O:24])/[CH:20]=[C:21](/[O:15][C:9]1[CH:10]=[CH:11][C:12]([Cl:14])=[CH:13][C:8]=1[Cl:7])\[CH3:22])[CH3:17]. The yield is 0.380. (2) The reactants are C([CH:3]([OH:22])/[CH:4]=[CH:5]/[CH:6]=[CH:7]/[C:8]1[CH:13]=[CH:12][C:11]([O:14][CH2:15][C:16]([F:21])([F:20])[CH:17]([F:19])[F:18])=[CH:10][CH:9]=1)C. The catalyst is [O-2].[O-2].[Mn+4]. The product is [F:20][C:16]([F:21])([CH:17]([F:18])[F:19])[CH2:15][O:14][C:11]1[CH:10]=[CH:9][C:8](/[CH:7]=[CH:6]/[CH:5]=[CH:4]/[CH:3]=[O:22])=[CH:13][CH:12]=1. The yield is 0.960. (3) The reactants are [NH2:1][C:2]1[N:7]=[CH:6][N:5]=[C:4]2[N:8]([CH2:25][C@H:26]3[CH2:30][CH2:29][CH2:28][N:27]3[C:31](=[O:35])[CH2:32][C:33]#[N:34])[N:9]=[C:10]([C:11]3[CH:16]=[CH:15][C:14]([O:17][C:18]4[CH:23]=[CH:22][CH:21]=[CH:20][CH:19]=4)=[CH:13][C:12]=3[F:24])[C:3]=12.N1[CH2:41][CH2:40][CH2:39][CH2:38]C1.C1(C=O)CC1. The catalyst is CO. The product is [NH2:1][C:2]1[N:7]=[CH:6][N:5]=[C:4]2[N:8]([CH2:25][C@H:26]3[CH2:30][CH2:29][CH2:28][N:27]3[C:31]([C:32](=[CH:38][CH:39]3[CH2:41][CH2:40]3)[C:33]#[N:34])=[O:35])[N:9]=[C:10]([C:11]3[CH:16]=[CH:15][C:14]([O:17][C:18]4[CH:19]=[CH:20][CH:21]=[CH:22][CH:23]=4)=[CH:13][C:12]=3[F:24])[C:3]=12. The yield is 0.330. (4) The reactants are [NH2:1][C:2]1[CH:3]=[CH:4][N:5]([CH3:27])[C:6]2[C:7]=1[CH:8]=[CH:9][C:10]1[N:19]([C:20]3[CH:25]=[CH:24][C:23]([F:26])=[CH:22][CH:21]=3)[CH2:18][CH:17]=[C:12]3[NH:13][C:14](=[O:16])[C:15]=2[C:11]=13.C(N(CC)C(C)C)(C)C.CN(C(ON1N=NC2C=CC=NC1=2)=[N+](C)C)C.F[P-](F)(F)(F)(F)F.[Cl:61][C:62]1[CH:67]=[CH:66][C:65]([CH2:68][C:69](O)=[O:70])=[C:64]([F:72])[CH:63]=1. The catalyst is CN(C)C(=O)C. The product is [Cl:61][C:62]1[CH:67]=[CH:66][C:65]([CH2:68][C:69]([NH:1][C:2]2[CH:3]=[CH:4][N:5]([CH3:27])[C:6]3[C:7]=2[CH:8]=[CH:9][C:10]2[N:19]([C:20]4[CH:21]=[CH:22][C:23]([F:26])=[CH:24][CH:25]=4)[CH2:18][CH:17]=[C:12]4[NH:13][C:14](=[O:16])[C:15]=3[C:11]=24)=[O:70])=[C:64]([F:72])[CH:63]=1. The yield is 0.570. (5) The reactants are [C:1]([C:3]1[C:4]([C:17]2[CH:22]=[CH:21][C:20]([Cl:23])=[CH:19][C:18]=2[Cl:24])=[C:5]([C:14](O)=[O:15])[S:6][C:7]=1[N:8]1[CH2:13][CH2:12][O:11][CH2:10][CH2:9]1)#[N:2].C1C=CC2N(O)N=[N:31]C=2C=1.CCN=C=NCCCN(C)C.N. The catalyst is C(Cl)Cl. The product is [C:1]([C:3]1[C:4]([C:17]2[CH:22]=[CH:21][C:20]([Cl:23])=[CH:19][C:18]=2[Cl:24])=[C:5]([C:14]([NH2:31])=[O:15])[S:6][C:7]=1[N:8]1[CH2:13][CH2:12][O:11][CH2:10][CH2:9]1)#[N:2]. The yield is 0.490. (6) The product is [Cl:1][C:2]1[CH:3]=[C:4]([CH:9]([C:24]([F:27])([F:25])[F:26])/[CH:10]=[CH:11]/[C:12]2[CH:22]=[CH:21][C:15]([C:16]([OH:18])=[O:17])=[C:14]([CH3:23])[CH:13]=2)[CH:5]=[C:6]([Cl:8])[CH:7]=1. The yield is 0.500. The reactants are [Cl:1][C:2]1[CH:3]=[C:4]([CH:9]([C:24]([F:27])([F:26])[F:25])/[CH:10]=[CH:11]/[C:12]2[CH:22]=[CH:21][C:15]([C:16]([O:18]CC)=[O:17])=[C:14]([CH3:23])[CH:13]=2)[CH:5]=[C:6]([Cl:8])[CH:7]=1.Cl. The catalyst is O1CCOCC1. (7) The reactants are [CH2:1]1[CH:6]2[CH2:7][C:8]3([NH2:11])[CH2:10][CH:4]([CH2:5]2)[CH2:3][CH:2]1[CH2:9]3.[Cl:12][C:13]1[CH:18]=[CH:17][C:16]([C:19]2[O:23][N:22]=[C:21]([CH:24]=O)[CH:20]=2)=[CH:15][CH:14]=1. No catalyst specified. The product is [Cl:12][C:13]1[CH:14]=[CH:15][C:16]([C:19]2[O:23][N:22]=[C:21]([CH2:24][NH:11][C:8]34[CH2:10][CH:4]5[CH2:5][CH:6]([CH2:1][CH:2]([CH2:3]5)[CH2:9]3)[CH2:7]4)[CH:20]=2)=[CH:17][CH:18]=1. The yield is 0.800. (8) The reactants are [Cl:1][C:2]1[N:11]=[C:10](Cl)[C:9]2[C:4](=[CH:5][C:6]([O:13][CH3:14])=[CH:7][CH:8]=2)[N:3]=1.C1C[O:18]CC1. The catalyst is [OH-].[Na+].O. The product is [Cl:1][C:2]1[N:11]=[C:10]([OH:18])[C:9]2[C:4](=[CH:5][C:6]([O:13][CH3:14])=[CH:7][CH:8]=2)[N:3]=1. The yield is 0.630. (9) The reactants are [Br:1][C:2]1[CH:3]=[C:4]([C:8](=[CH2:11])[CH2:9][OH:10])[CH:5]=[N:6][CH:7]=1.[OH-:12].[Na+].OO. The catalyst is O1CCCC1. The product is [Br:1][C:2]1[CH:3]=[C:4]([CH:8]([CH2:11][OH:12])[CH2:9][OH:10])[CH:5]=[N:6][CH:7]=1. The yield is 0.447.